Predict the reactants needed to synthesize the given product. From a dataset of Full USPTO retrosynthesis dataset with 1.9M reactions from patents (1976-2016). (1) Given the product [N:1]1([CH2:8][C:9]2[NH:10][C:11]3[CH:17]=[CH:16][CH:15]=[CH:14][C:12]=3[N:13]=2)[CH2:6][CH2:5][CH2:4][CH2:3][CH2:2]1, predict the reactants needed to synthesize it. The reactants are: [NH:1]1[CH2:6][CH2:5][CH2:4][CH2:3][CH2:2]1.Cl[CH2:8][C:9]1[NH:10][C:11]2[CH:17]=[CH:16][CH:15]=[CH:14][C:12]=2[N:13]=1.CCN(CC)CC.O. (2) Given the product [CH2:30]([O:29][CH2:16][CH2:17][CH2:18][CH2:19][CH3:14])[CH2:31][CH2:39][CH2:40][CH3:41], predict the reactants needed to synthesize it. The reactants are: C(N1CC1)([C:14]1[CH:19]=[CH:18][CH:17]=[CH:16]C=1)([C:18]1[CH:19]=[CH:14]C=[CH:16][CH:17]=1)[C:18]1[CH:19]=[CH:14]C=[CH:16][CH:17]=1.B(F)(F)F.CC[O:29][CH2:30][CH3:31].C(OC(=O)C)(=O)C.[CH3:39][CH2:40][CH:41](O)CC. (3) Given the product [F:1][C:2]1([F:23])[C:11]2[CH:10]=[N:9][C:8]([NH:39][CH:36]3[CH2:37][CH2:38][O:33][CH2:34][CH2:35]3)=[N:7][C:6]=2[CH2:5][N:4]([C:16]([O:18][C:19]([CH3:22])([CH3:21])[CH3:20])=[O:17])[CH2:3]1, predict the reactants needed to synthesize it. The reactants are: [F:1][C:2]1([F:23])[C:11]2[CH:10]=[N:9][C:8](S(C)(=O)=O)=[N:7][C:6]=2[CH2:5][N:4]([C:16]([O:18][C:19]([CH3:22])([CH3:21])[CH3:20])=[O:17])[CH2:3]1.CCN(C(C)C)C(C)C.[O:33]1[CH2:38][CH2:37][CH:36]([NH2:39])[CH2:35][CH2:34]1.